This data is from M1 muscarinic receptor agonist screen with 61,833 compounds. The task is: Binary Classification. Given a drug SMILES string, predict its activity (active/inactive) in a high-throughput screening assay against a specified biological target. (1) The compound is s1c(NC(=O)C(C(C)C)c2ccccc2)ncc1. The result is 0 (inactive). (2) The drug is S(=O)(=O)(N1CC(CCC1)C(=O)NCCN(CC)CC)CCC. The result is 0 (inactive). (3) The result is 1 (active). The drug is OC(CN1C(CCCC1C)C)COc1c(ccc(c1)C)C. (4) The drug is O1C(CCC1)Cn1c(=O)c2C(c3cc4OCOc4c(OC)c3)C(=C(Oc2cc1C)N)C#N. The result is 0 (inactive). (5) The compound is O(c1c(c2c3c(n(c(=O)n(c3=O)C)C)nc(c2)c2ccc(OC)cc2)cccc1)CC. The result is 0 (inactive).